Dataset: Full USPTO retrosynthesis dataset with 1.9M reactions from patents (1976-2016). Task: Predict the reactants needed to synthesize the given product. (1) Given the product [CH3:1][N:2]([CH3:17])[CH2:3][CH2:4][N:5]1[C:13]2[C:8](=[CH:9][C:10]([NH2:14])=[CH:11][CH:12]=2)[CH:7]=[CH:6]1, predict the reactants needed to synthesize it. The reactants are: [CH3:1][N:2]([CH3:17])[CH2:3][CH2:4][N:5]1[C:13]2[C:8](=[CH:9][C:10]([N+:14]([O-])=O)=[CH:11][CH:12]=2)[CH:7]=[CH:6]1.O.NN. (2) The reactants are: [I:1][C@@H:2]1[C@@H:15]([OH:16])[C@H:14]([OH:17])[C@@H:13]([CH2:18][OH:19])[O:12][C@H:3]1[O:4][Si](CC)(CC)CC.C1COCC1.FC(F)(F)C(O)=O. Given the product [I:1][C@H:2]([C@H:15]([C@@H:14]([C@@H:13]([CH2:18][OH:19])[OH:12])[OH:17])[OH:16])[CH:3]=[O:4], predict the reactants needed to synthesize it. (3) Given the product [Cl:21][C:22]1[S:26][CH:25]=[C:24]([CH2:27][O:19][C:16]2[CH:17]=[CH:18][N:13]([C:10]3[CH:11]=[CH:12][C:5]4[N:4]=[C:3]([CH2:1][CH3:2])[N:7]([CH3:8])[C:6]=4[CH:9]=3)[C:14](=[O:20])[CH:15]=2)[CH:23]=1, predict the reactants needed to synthesize it. The reactants are: [CH2:1]([C:3]1[N:7]([CH3:8])[C:6]2[CH:9]=[C:10]([N:13]3[CH:18]=[CH:17][C:16]([OH:19])=[CH:15][C:14]3=[O:20])[CH:11]=[CH:12][C:5]=2[N:4]=1)[CH3:2].[Cl:21][C:22]1[S:26][CH:25]=[C:24]([CH2:27]O)[CH:23]=1.C(P(CCCC)CCCC)CCC.N(C(N1CCCCC1)=O)=NC(N1CCCCC1)=O. (4) Given the product [OH:8][C:9]1[C:14]2[N:15]([CH2:19][CH2:20][O:21][CH3:22])[C:16]([CH3:18])=[N:17][C:13]=2[CH:12]=[C:11]([C:23]([O:25][CH3:26])=[O:24])[CH:10]=1, predict the reactants needed to synthesize it. The reactants are: C([O:8][C:9]1[C:14]2[N:15]([CH2:19][CH2:20][O:21][CH3:22])[C:16]([CH3:18])=[N:17][C:13]=2[CH:12]=[C:11]([C:23]([O:25][CH3:26])=[O:24])[CH:10]=1)C1C=CC=CC=1. (5) Given the product [CH3:20][C:18]([C:21]1[CH:22]=[CH:23][C:24]([C:25](=[O:26])[CH2:11][C:4](=[O:3])[CH2:5][C:6]([O:8][CH2:9][CH3:10])=[O:7])=[CH:31][CH:32]=1)([CH3:17])[CH3:19], predict the reactants needed to synthesize it. The reactants are: [H-].[Na+].[O:3]=[C:4]([CH3:11])[CH2:5][C:6]([O:8][CH2:9][CH3:10])=[O:7].[Li]CCCC.[CH3:17][C:18]([C:21]1[CH:32]=[CH:31][C:24]([C:25](N(C)OC)=[O:26])=[CH:23][CH:22]=1)([CH3:20])[CH3:19]. (6) Given the product [CH3:23][N:24]([CH3:26])/[CH:25]=[CH:2]/[C:1]([C:4]1[S:8][C:7]([C:9]([NH:11][CH2:12][CH2:13][CH2:14][N:15]2[CH2:16][CH2:17][O:18][CH2:19][CH2:20]2)=[O:10])=[CH:6][CH:5]=1)=[O:3], predict the reactants needed to synthesize it. The reactants are: [C:1]([C:4]1[S:8][C:7]([C:9]([NH:11][CH2:12][CH2:13][CH2:14][N:15]2[CH2:20][CH2:19][O:18][CH2:17][CH2:16]2)=[O:10])=[CH:6][CH:5]=1)(=[O:3])[CH3:2].CO[CH:23](OC)[N:24]([CH3:26])[CH3:25]. (7) Given the product [Cl:59][C:52]1[CH:53]=[C:54]([N:8]([C:5]2[CH:4]=[CH:3][C:2]([F:1])=[CH:7][CH:6]=2)[C:9]([C:11]2([C:14]([NH2:31])=[O:16])[CH2:12][CH2:13]2)=[O:10])[CH:55]=[C:56]([Cl:57])[C:51]=1[O:50][C:49]1[CH:48]=[CH:47][N:46]=[C:45]2[N:41]([CH2:40][C:39]3[CH:61]=[CH:62][C:36]([O:35][CH3:34])=[CH:37][CH:38]=3)[N:42]=[C:43]([CH3:60])[C:44]=12, predict the reactants needed to synthesize it. The reactants are: [F:1][C:2]1[CH:7]=[CH:6][C:5]([NH:8][C:9]([C:11]2([C:14]([OH:16])=O)[CH2:13][CH2:12]2)=[O:10])=[CH:4][CH:3]=1.C1(C(O)=O)(C(O)=O)CC1.FC1C=CC([NH2:31])=CC=1.[CH3:34][O:35][C:36]1[CH:62]=[CH:61][C:39]([CH2:40][N:41]2[C:45]3=[N:46][CH:47]=[CH:48][C:49]([O:50][C:51]4[C:56]([Cl:57])=[CH:55][C:54](N)=[CH:53][C:52]=4[Cl:59])=[C:44]3[C:43]([CH3:60])=[N:42]2)=[CH:38][CH:37]=1.